Dataset: Experimentally validated miRNA-target interactions with 360,000+ pairs, plus equal number of negative samples. Task: Binary Classification. Given a miRNA mature sequence and a target amino acid sequence, predict their likelihood of interaction. (1) The miRNA is rno-miR-29b-3p with sequence UAGCACCAUUUGAAAUCAGUGUU. The protein sequence of the target gene is MKPSHSSCEAAPLLPNMAETHYAPLSSAFPFVTSYQTGSSRLPEVSRSTERALREGKLLELVYGIKETVATLSQIPVSIFVTGDSGNGMSSFINALRVIGHDEDASAPTGVVRTTKTRTEYSSSHFPNVVLWDLPGLGATAQTVEDYVEEMKFSTCDLFIIIASEQFSSNHVKLSKIIQSMGKRFYIVWTKLDRDLSTSVLSEVRLLQNIQENIRENLQKEKVKYPPVFLVSSLDPLLYDFPKLRDTLHKDLSNIRCCEPLKTLYGTYEKIVGDKVAVWKQRIANESLKNSLGVRDDDNM.... Result: 0 (no interaction). (2) The miRNA is hsa-miR-4524a-3p with sequence UGAGACAGGCUUAUGCUGCUAU. The protein sequence of the target gene is MGRKKIQITRIMDERNRQVTFTKRKFGLMKKAYELSVLCDCEIALIIFNSTNKLFQYASTDMDKVLLKYTEYNEPHESRTNSDIVETLRKKGLNGCDSPDPDADDSVGHSPESEDKYRKINEDIDLMISRQRLCAVPPPNFEMPVSIPVSSHNSLVYSNPVSSLGNPNLLPLAHPSLQRNSMSPGVTHRPPSAGNTGGLMGGDLTSGAGTSAGNGYGNPRNSPGLLVSPGNLNKNMQAKSPPPMNLGMNNRKPDLRVLIPPGSKNTMPSVSEDVDLLLNQRINNSQSAQSLATPVVSVAT.... Result: 0 (no interaction).